This data is from Full USPTO retrosynthesis dataset with 1.9M reactions from patents (1976-2016). The task is: Predict the reactants needed to synthesize the given product. (1) The reactants are: [F:1][C:2]1[CH:3]=[CH:4][CH:5]=[C:6]2[C:10]=1[NH:9][C:8](=[O:11])[CH2:7]2.[Cl-].[Li+].C([Li])CCC.Br[CH2:20][CH2:21][CH2:22][CH2:23][CH2:24]Br. Given the product [F:1][C:2]1[CH:3]=[CH:4][CH:5]=[C:6]2[C:10]=1[NH:9][C:8](=[O:11])[C:7]12[CH2:24][CH2:23][CH2:22][CH2:21][CH2:20]1, predict the reactants needed to synthesize it. (2) Given the product [CH3:23][O:24][C@@H:25]1[C@@H:29]([NH:30][CH3:31])[CH2:28][N:27]([C:45]2[N:44]=[C:43]3[C:48]([C:49](=[O:50])[C:40]([C:38]([O:37][CH2:35][CH3:36])=[O:39])=[CH:41][N:42]3[C:52]3[S:53][CH:54]=[CH:55][N:56]=3)=[CH:47][CH:46]=2)[CH2:26]1, predict the reactants needed to synthesize it. The reactants are: C1(C)C=CC(S(O)(=O)=O)=CC=1.C1(C)C=CC(S(O)(=O)=O)=CC=1.[CH3:23][O:24][C@@H:25]1[C@@H:29]([NH:30][CH3:31])[CH2:28][NH:27][CH2:26]1.C(#N)C.[CH2:35]([O:37][C:38]([C:40]1[C:49](=[O:50])[C:48]2[C:43](=[N:44][C:45](Cl)=[CH:46][CH:47]=2)[N:42]([C:52]2[S:53][CH:54]=[CH:55][N:56]=2)[CH:41]=1)=[O:39])[CH3:36]. (3) The reactants are: [C:1](Cl)(=[O:3])[CH3:2].[Br:5][C:6]1[CH:7]=[C:8]([OH:12])[CH:9]=[CH:10][CH:11]=1.N1C=CC=CC=1.O. Given the product [C:1]([O:12][C:8]1[CH:9]=[CH:10][CH:11]=[C:6]([Br:5])[CH:7]=1)(=[O:3])[CH3:2], predict the reactants needed to synthesize it. (4) The reactants are: [F:1][C:2]1[CH:3]=[C:4]([NH2:26])[CH:5]=[CH:6][C:7]=1[C:8]1[S:9][C:10]2[C:15]([N:16]=1)=[CH:14][CH:13]=[C:12]([C:17]1([C:20]3[CH:25]=[CH:24][CH:23]=[CH:22][CH:21]=3)[CH2:19][CH2:18]1)[N:11]=2.C(N(CC)CC)C.[CH3:34][S:35](Cl)(=[O:37])=[O:36]. Given the product [F:1][C:2]1[CH:3]=[C:4]([N:26]([S:35]([CH3:34])(=[O:37])=[O:36])[S:35]([CH3:34])(=[O:37])=[O:36])[CH:5]=[CH:6][C:7]=1[C:8]1[S:9][C:10]2[C:15]([N:16]=1)=[CH:14][CH:13]=[C:12]([C:17]1([C:20]3[CH:21]=[CH:22][CH:23]=[CH:24][CH:25]=3)[CH2:18][CH2:19]1)[N:11]=2, predict the reactants needed to synthesize it.